This data is from Forward reaction prediction with 1.9M reactions from USPTO patents (1976-2016). The task is: Predict the product of the given reaction. (1) Given the reactants [CH3:1][O:2][C:3]1[CH:8]=[CH:7][CH:6]=[CH:5][C:4]=1[C:9]1[CH:10]=[C:11]2[C:16](=[CH:17][CH:18]=1)[NH:15][C:14]([CH3:20])([CH3:19])[CH:13]=[C:12]2[CH2:21][NH:22][CH2:23][CH2:24][CH3:25].Br[CH2:27][C:28]1C2C(=CC=C(C3C=CC=CC=3OC)C=2)NC(C)(C)[CH:29]=1.C(=O)([O-])[O-].[K+].[K+], predict the reaction product. The product is: [CH3:1][O:2][C:3]1[CH:8]=[CH:7][CH:6]=[CH:5][C:4]=1[C:9]1[CH:10]=[C:11]2[C:16](=[CH:17][CH:18]=1)[NH:15][C:14]([CH3:20])([CH3:19])[CH:13]=[C:12]2[CH2:21][NH:22][C:23]1[CH:29]=[CH:28][CH:27]=[CH:25][CH:24]=1. (2) The product is: [I:1][C:2]1[C:10]2[C:5](=[CH:6][CH:7]=[CH:8][C:9]=2[N+:11]([O-:13])=[O:12])[N:4]([CH2:28][C:29]2[CH:34]=[CH:33][C:32]([C:35]([F:37])([F:36])[F:38])=[CH:31][N:30]=2)[N:3]=1. Given the reactants [I:1][C:2]1[C:10]2[C:5](=[CH:6][CH:7]=[CH:8][C:9]=2[N+:11]([O-:13])=[O:12])[NH:4][N:3]=1.C(N=C(N(C)C)N(C)C)(C)(C)C.Cl.Cl[CH2:28][C:29]1[CH:34]=[CH:33][C:32]([C:35]([F:38])([F:37])[F:36])=[CH:31][N:30]=1, predict the reaction product.